Predict the reaction yield, written as a fraction of the theoretical maximum amount of product (1.0 means a 100% yield; for example, 0.34 means a 34% yield). From a dataset of Reaction yield outcomes from USPTO patents with 853,638 reactions. (1) The reactants are [N+:1]([C:4]1[C:13]2[C:8](=[CH:9][CH:10]=[CH:11][CH:12]=2)[N+:7]([O-])=[CH:6][CH:5]=1)([O-])=O. The catalyst is C(O)(=O)C.[Fe]. The product is [NH2:1][C:4]1[C:13]2[C:8](=[CH:9][CH:10]=[CH:11][CH:12]=2)[N:7]=[CH:6][CH:5]=1. The yield is 0.790. (2) The reactants are Br[C:2]1[C:7]([CH3:8])=[CH:6][CH:5]=[CH:4][N:3]=1.C([O-])([O-])=O.[K+].[K+].N#N.[C:17]([O:21][C:22]([C:24]1[CH:25]=[C:26](B(O)O)[CH:27]=[CH:28][CH:29]=1)=[O:23])([CH3:20])([CH3:19])[CH3:18].C(Cl)Cl.CS(O)(=O)=O.[OH-].[Na+]. The catalyst is C1(C)C=CC=CC=1.C1C=CC(P(C2C=CC=CC=2)[C-]2C=CC=C2)=CC=1.C1C=CC(P(C2C=CC=CC=2)[C-]2C=CC=C2)=CC=1.Cl[Pd]Cl.[Fe+2].O. The product is [C:17]([O:21][C:22](=[O:23])[C:24]1[CH:25]=[CH:26][CH:27]=[C:28]([C:2]2[C:7]([CH3:8])=[CH:6][CH:5]=[CH:4][N:3]=2)[CH:29]=1)([CH3:20])([CH3:18])[CH3:19]. The yield is 0.820. (3) The reactants are [Cl:1][C:2]([Cl:11])([Cl:10])[C:3]([C:5]1[NH:6][CH:7]=[CH:8][CH:9]=1)=[O:4].[Br:12]Br.O. The catalyst is C(Cl)(Cl)Cl. The product is [Br:12][C:8]1[CH:9]=[C:5]([C:3](=[O:4])[C:2]([Cl:1])([Cl:10])[Cl:11])[NH:6][CH:7]=1. The yield is 0.930.